Dataset: NCI-60 drug combinations with 297,098 pairs across 59 cell lines. Task: Regression. Given two drug SMILES strings and cell line genomic features, predict the synergy score measuring deviation from expected non-interaction effect. (1) Drug 2: CC12CCC3C(C1CCC2O)C(CC4=C3C=CC(=C4)O)CCCCCCCCCS(=O)CCCC(C(F)(F)F)(F)F. Cell line: SK-MEL-2. Synergy scores: CSS=28.9, Synergy_ZIP=-0.930, Synergy_Bliss=-3.51, Synergy_Loewe=-4.20, Synergy_HSA=-3.77. Drug 1: C1=C(C(=O)NC(=O)N1)F. (2) Drug 1: CC(C1=C(C=CC(=C1Cl)F)Cl)OC2=C(N=CC(=C2)C3=CN(N=C3)C4CCNCC4)N. Drug 2: CC12CCC3C(C1CCC2O)C(CC4=C3C=CC(=C4)O)CCCCCCCCCS(=O)CCCC(C(F)(F)F)(F)F. Cell line: A498. Synergy scores: CSS=5.62, Synergy_ZIP=-1.46, Synergy_Bliss=1.17, Synergy_Loewe=-1.22, Synergy_HSA=1.00. (3) Drug 1: C1=CN(C(=O)N=C1N)C2C(C(C(O2)CO)O)O.Cl. Drug 2: C1CN(CCN1C(=O)CCBr)C(=O)CCBr. Cell line: NCI-H322M. Synergy scores: CSS=4.97, Synergy_ZIP=-1.66, Synergy_Bliss=3.52, Synergy_Loewe=-3.87, Synergy_HSA=1.79.